This data is from Full USPTO retrosynthesis dataset with 1.9M reactions from patents (1976-2016). The task is: Predict the reactants needed to synthesize the given product. Given the product [CH3:36][C:31]1[C:30]([CH2:29][O:28][C:25]2[CH:24]=[CH:23][C:22]([S:19]([N:18]([C:15]3[CH:16]=[CH:17][C:12]([CH2:11][CH2:10][CH2:9][OH:8])=[CH:13][CH:14]=3)[CH2:37][CH:38]([CH3:40])[CH3:39])(=[O:21])=[O:20])=[CH:27][CH:26]=2)=[C:34]([CH3:35])[O:33][N:32]=1, predict the reactants needed to synthesize it. The reactants are: [Si]([O:8][CH2:9][CH2:10][CH2:11][C:12]1[CH:17]=[CH:16][C:15]([N:18]([CH2:37][CH:38]([CH3:40])[CH3:39])[S:19]([C:22]2[CH:27]=[CH:26][C:25]([O:28][CH2:29][C:30]3[C:31]([CH3:36])=[N:32][O:33][C:34]=3[CH3:35])=[CH:24][CH:23]=2)(=[O:21])=[O:20])=[CH:14][CH:13]=1)(C(C)(C)C)(C)C.CCCC[N+](CCCC)(CCCC)CCCC.[F-].